Dataset: Catalyst prediction with 721,799 reactions and 888 catalyst types from USPTO. Task: Predict which catalyst facilitates the given reaction. (1) Reactant: C([O:5][C:6](=[O:44])[C:7]1[CH:12]=[CH:11][C:10]([NH:13][C:14]([C@@H:16]2[C@@H:20]([C:21]3[CH:26]=[CH:25][CH:24]=[C:23]([Cl:27])[C:22]=3[F:28])[C@@:19]([C:31]3[CH:36]=[CH:35][C:34]([Cl:37])=[CH:33][C:32]=3[F:38])([C:29]#[N:30])[C@@H:18]([CH2:39][C:40]([CH3:43])([CH3:42])[CH3:41])[NH:17]2)=[O:15])=[CH:9][CH:8]=1)(C)(C)C. Product: [Cl:27][C:23]1[C:22]([F:28])=[C:21]([C@H:20]2[C@@:19]([C:31]3[CH:36]=[CH:35][C:34]([Cl:37])=[CH:33][C:32]=3[F:38])([C:29]#[N:30])[C@@H:18]([CH2:39][C:40]([CH3:43])([CH3:42])[CH3:41])[NH:17][C@@H:16]2[C:14]([NH:13][C:10]2[CH:9]=[CH:8][C:7]([C:6]([OH:44])=[O:5])=[CH:12][CH:11]=2)=[O:15])[CH:26]=[CH:25][CH:24]=1. The catalyst class is: 137. (2) Reactant: O=[C:2]1[CH2:5][CH:4]([NH:6][C:7](=[O:13])[O:8][C:9]([CH3:12])([CH3:11])[CH3:10])[CH2:3]1.[CH3:14][C:15]([S:18]([NH2:20])=[O:19])([CH3:17])[CH3:16]. Product: [C:15]([S:18]([N:20]=[C:2]1[CH2:5][CH:4]([NH:6][C:7](=[O:13])[O:8][C:9]([CH3:12])([CH3:11])[CH3:10])[CH2:3]1)=[O:19])([CH3:17])([CH3:16])[CH3:14]. The catalyst class is: 1.